This data is from NCI-60 drug combinations with 297,098 pairs across 59 cell lines. The task is: Regression. Given two drug SMILES strings and cell line genomic features, predict the synergy score measuring deviation from expected non-interaction effect. Drug 1: C1=CC(=C2C(=C1NCCNCCO)C(=O)C3=C(C=CC(=C3C2=O)O)O)NCCNCCO. Drug 2: CC12CCC3C(C1CCC2OP(=O)(O)O)CCC4=C3C=CC(=C4)OC(=O)N(CCCl)CCCl.[Na+]. Cell line: IGROV1. Synergy scores: CSS=32.5, Synergy_ZIP=-14.5, Synergy_Bliss=-13.6, Synergy_Loewe=-54.3, Synergy_HSA=-10.6.